This data is from Forward reaction prediction with 1.9M reactions from USPTO patents (1976-2016). The task is: Predict the product of the given reaction. The product is: [O:20]1[CH2:21][CH2:22][N:17]([CH2:1][C:2]2[CH:7]=[C:6]([Cl:8])[CH:5]=[CH:4][N:3]=2)[CH2:18][CH2:19]1. Given the reactants [CH3:1][C:2]1[CH:7]=[C:6]([Cl:8])[CH:5]=[CH:4][N:3]=1.C1C(=O)N(Br)C(=O)C1.[NH:17]1[CH2:22][CH2:21][O:20][CH2:19][CH2:18]1.C([O-])([O-])=O.[K+].[K+], predict the reaction product.